Dataset: Peptide-MHC class I binding affinity with 185,985 pairs from IEDB/IMGT. Task: Regression. Given a peptide amino acid sequence and an MHC pseudo amino acid sequence, predict their binding affinity value. This is MHC class I binding data. (1) The peptide sequence is YWDQVTFFY. The MHC is HLA-B57:01 with pseudo-sequence HLA-B57:01. The binding affinity (normalized) is 0.0847. (2) The binding affinity (normalized) is 0.0847. The MHC is HLA-B39:01 with pseudo-sequence HLA-B39:01. The peptide sequence is QYLFSLTYV.